Dataset: hERG potassium channel inhibition data for cardiac toxicity prediction from Karim et al.. Task: Regression/Classification. Given a drug SMILES string, predict its toxicity properties. Task type varies by dataset: regression for continuous values (e.g., LD50, hERG inhibition percentage) or binary classification for toxic/non-toxic outcomes (e.g., AMES mutagenicity, cardiotoxicity, hepatotoxicity). Dataset: herg_karim. (1) The molecule is Cc1ccc2c(-c3nnc(SCCCCN4CCc5cc6nc(C)oc6c(Br)c5CC4)n3C)cccc2n1. The result is 1 (blocker). (2) The compound is O=C(O)CCCOc1cccc(CCCCCCOc2cc(-c3cccc(F)c3)cc(-c3ccc4c(c3)OCO4)c2)c1CCC(=O)O. The result is 1 (blocker). (3) The drug is N[C@@H]1COCC[C@H]1Nc1cc2cc[nH]c(=O)c2c(Nc2cccc3cc[nH]c23)n1. The result is 0 (non-blocker). (4) The compound is O=C(c1ccc(CN2CCC(F)CC2)cc1)N1CCN(C2CC2)CC1. The result is 0 (non-blocker).